Dataset: Forward reaction prediction with 1.9M reactions from USPTO patents (1976-2016). Task: Predict the product of the given reaction. (1) The product is: [NH:18]1[C:19]2[C:24](=[CH:23][CH:22]=[CH:21][CH:20]=2)[C:16]([CH2:15][CH2:14][N:13]2[C:31](=[O:32])[C:29]([OH:30])=[C:28]([C:26](=[O:27])[CH3:25])[CH:1]2[C:3]2[CH:12]=[CH:11][CH:10]=[CH:9][C:4]=2[C:5]([OH:7])=[O:6])=[CH:17]1. Given the reactants [CH:1]([C:3]1[CH:12]=[CH:11][CH:10]=[CH:9][C:4]=1[C:5]([O:7]C)=[O:6])=O.[NH2:13][CH2:14][CH2:15][C:16]1[C:24]2[C:19](=[CH:20][CH:21]=[CH:22][CH:23]=2)[NH:18][CH:17]=1.[CH3:25][C:26]([CH2:28][C:29]([C:31](OC)=[O:32])=[O:30])=[O:27].[OH-].[Na+], predict the reaction product. (2) Given the reactants [F:1][C:2]1[CH:24]=[CH:23][CH:22]=[CH:21][C:3]=1[CH2:4][O:5][C:6]1[CH:11]=[CH:10][C:9]([C:12]2[CH2:13][CH2:14][C@@H:15]([C:17]([O:19][CH3:20])=[O:18])[N:16]=2)=[CH:8][CH:7]=1.[H][H], predict the reaction product. The product is: [F:1][C:2]1[CH:24]=[CH:23][CH:22]=[CH:21][C:3]=1[CH2:4][O:5][C:6]1[CH:7]=[CH:8][C:9]([C@@H:12]2[NH:16][C@H:15]([C:17]([O:19][CH3:20])=[O:18])[CH2:14][CH2:13]2)=[CH:10][CH:11]=1. (3) Given the reactants C([O:5][C:6](=[O:38])[CH2:7][O:8][C:9]1[CH:14]=[C:13]([Cl:15])[CH:12]=[CH:11][C:10]=1[O:16][CH2:17][C:18]([N:20]1[CH2:25][CH2:24][N:23]([CH2:26][C:27]2[CH:32]=[CH:31][C:30]([F:33])=[CH:29][CH:28]=2)[CH2:22][C@H:21]1[CH2:34][C:35](=[O:37])[NH2:36])=[O:19])(C)(C)C, predict the reaction product. The product is: [C:35]([CH2:34][C@@H:21]1[CH2:22][N:23]([CH2:26][C:27]2[CH:32]=[CH:31][C:30]([F:33])=[CH:29][CH:28]=2)[CH2:24][CH2:25][N:20]1[C:18](=[O:19])[CH2:17][O:16][C:10]1[CH:11]=[CH:12][C:13]([Cl:15])=[CH:14][C:9]=1[O:8][CH2:7][C:6]([OH:38])=[O:5])(=[O:37])[NH2:36]. (4) Given the reactants [I:1][C:2]1[CH:7]=[CH:6][C:5]([OH:8])=[CH:4][CH:3]=1.[H-].[Na+].Cl[CH2:12][CH2:13][CH2:14][N:15]1[CH2:19][CH2:18][CH2:17][CH2:16]1.[I-].[Na+], predict the reaction product. The product is: [I:1][C:2]1[CH:7]=[CH:6][C:5]([O:8][CH2:12][CH2:13][CH2:14][N:15]2[CH2:19][CH2:18][CH2:17][CH2:16]2)=[CH:4][CH:3]=1. (5) Given the reactants [CH3:1][C:2]([CH3:21])([CH3:20])[C:3]([C:5]1[C:13]2[C:8](=[CH:9][C:10]([O:14][CH3:15])=[CH:11][CH:12]=2)[N:7]([CH2:16][C:17]([OH:19])=O)[N:6]=1)=[O:4].C1C=CC2N(O)N=NC=2C=1.[CH2:32]([NH:35][CH2:36][CH2:37][CH2:38][CH3:39])[CH2:33][CH3:34].CCN(C(C)C)C(C)C, predict the reaction product. The product is: [CH2:36]([N:35]([CH2:32][CH2:33][CH3:34])[C:17](=[O:19])[CH2:16][N:7]1[C:8]2[C:13](=[CH:12][CH:11]=[C:10]([O:14][CH3:15])[CH:9]=2)[C:5]([C:3](=[O:4])[C:2]([CH3:1])([CH3:21])[CH3:20])=[N:6]1)[CH2:37][CH2:38][CH3:39].